The task is: Predict the reaction yield, written as a fraction of the theoretical maximum amount of product (1.0 means a 100% yield; for example, 0.34 means a 34% yield).. This data is from Reaction yield outcomes from USPTO patents with 853,638 reactions. The reactants are CS([O:5][CH:6]1[CH2:11][CH2:10][N:9]([C:12](=[O:14])[CH3:13])[CH2:8][CH2:7]1)(=O)=O.C(=O)([O-])[O-].[Cs+].[Cs+].O[C:22]1[CH:23]=[C:24]2[C:28](=[CH:29][CH:30]=1)[N:27]([S:31]([C:34]1[CH:40]=[CH:39][C:37]([CH3:38])=[CH:36][CH:35]=1)(=[O:33])=[O:32])[N:26]=[C:25]2[CH2:41][N:42]([CH3:54])[CH2:43][CH2:44][N:45]([CH3:53])[C:46](=[O:52])[O:47][C:48]([CH3:51])([CH3:50])[CH3:49].O. The catalyst is C(#N)C. The product is [C:12]([N:9]1[CH2:8][CH2:7][CH:6]([O:5][C:22]2[CH:23]=[C:24]3[C:28](=[CH:29][CH:30]=2)[N:27]([S:31]([C:34]2[CH:35]=[CH:36][C:37]([CH3:38])=[CH:39][CH:40]=2)(=[O:33])=[O:32])[N:26]=[C:25]3[CH2:41][N:42]([CH3:54])[CH2:43][CH2:44][N:45]([CH3:53])[C:46](=[O:52])[O:47][C:48]([CH3:51])([CH3:49])[CH3:50])[CH2:11][CH2:10]1)(=[O:14])[CH3:13]. The yield is 0.231.